Dataset: Forward reaction prediction with 1.9M reactions from USPTO patents (1976-2016). Task: Predict the product of the given reaction. (1) Given the reactants [CH2:1]([N:8]([C@H:19]([C:21]1[CH:26]=[CH:25][CH:24]=[CH:23][CH:22]=1)[CH3:20])[C@@H:9]([CH3:18])[CH2:10][C:11](OC(C)(C)C)=[O:12])[C:2]1[CH:7]=[CH:6][CH:5]=[CH:4][CH:3]=1.[H-].[Al+3].[Li+].[H-].[H-].[H-], predict the reaction product. The product is: [CH2:1]([N:8]([C@H:19]([C:21]1[CH:22]=[CH:23][CH:24]=[CH:25][CH:26]=1)[CH3:20])[C@@H:9]([CH3:18])[CH2:10][CH2:11][OH:12])[C:2]1[CH:3]=[CH:4][CH:5]=[CH:6][CH:7]=1. (2) Given the reactants C(OC([N:8]1[C:16]2[C:11](=[CH:12][C:13]([CH2:17][CH2:18][C:19]3[S:20][C:21]([C:30]([F:33])([F:32])[F:31])=[C:22]([C:24]4[CH:29]=[CH:28][CH:27]=[CH:26][CH:25]=4)[CH:23]=3)=[CH:14][CH:15]=2)[CH2:10][CH2:9]1)=O)(C)(C)C.[ClH:34].O1CCOCC1, predict the reaction product. The product is: [ClH:34].[C:24]1([C:22]2[CH:23]=[C:19]([CH2:18][CH2:17][C:13]3[CH:12]=[C:11]4[C:16](=[CH:15][CH:14]=3)[NH:8][CH2:9][CH2:10]4)[S:20][C:21]=2[C:30]([F:33])([F:32])[F:31])[CH:29]=[CH:28][CH:27]=[CH:26][CH:25]=1. (3) The product is: [CH2:18]([C:5]1[N:4]=[C:3]([C:20]([NH2:22])=[O:21])[C:2]([NH:26][C:25]2[CH:27]=[CH:28][C:29]([N:31]3[CH2:36][CH2:35][O:34][CH2:33][CH2:32]3)=[CH:30][C:24]=2[CH3:23])=[N:7][C:6]=1[O:8][C:9]1[CH:14]=[CH:13][CH:12]=[C:11]([N+:15]([O-:17])=[O:16])[CH:10]=1)[CH3:19]. Given the reactants Cl[C:2]1[C:3]([C:20]([NH2:22])=[O:21])=[N:4][C:5]([CH2:18][CH3:19])=[C:6]([O:8][C:9]2[CH:14]=[CH:13][CH:12]=[C:11]([N+:15]([O-:17])=[O:16])[CH:10]=2)[N:7]=1.[CH3:23][C:24]1[CH:30]=[C:29]([N:31]2[CH2:36][CH2:35][O:34][CH2:33][CH2:32]2)[CH:28]=[CH:27][C:25]=1[NH2:26].C(N(C(C)C)CC)(C)C.CN1CCCC1=O, predict the reaction product. (4) Given the reactants Br[CH2:2][C:3]([O:5][CH2:6][CH3:7])=[O:4].[Br:8][C:9]1[CH:14]=[CH:13][C:12]([OH:15])=[C:11]([O:16][CH2:17][CH3:18])[CH:10]=1.C(=O)([O-])[O-].[K+].[K+].O, predict the reaction product. The product is: [CH2:6]([O:5][C:3](=[O:4])[CH2:2][O:15][C:12]1[CH:13]=[CH:14][C:9]([Br:8])=[CH:10][C:11]=1[O:16][CH2:17][CH3:18])[CH3:7]. (5) Given the reactants [Br:1][C:2]1[CH:9]=[CH:8][C:5]([CH2:6][OH:7])=[CH:4][CH:3]=1.[H-].[Na+].[CH3:12][O:13][C:14]1[CH:21]=[CH:20][C:17]([CH2:18]Cl)=[CH:16][CH:15]=1.[NH4+].[Cl-], predict the reaction product. The product is: [CH3:12][O:13][C:14]1[CH:21]=[CH:20][C:17]([CH2:18][O:7][CH2:6][C:5]2[CH:8]=[CH:9][C:2]([Br:1])=[CH:3][CH:4]=2)=[CH:16][CH:15]=1. (6) The product is: [Br:1][C:2]1[CH:3]=[N:4][C:5]2[N:6]([N:8]=[C:9]([C:11]([N:16]3[CH:15]([CH3:14])[C:24]4[N:23]=[CH:22][CH:21]=[CH:20][C:19]=4[CH2:18][CH2:17]3)=[O:13])[CH:10]=2)[CH:7]=1. Given the reactants [Br:1][C:2]1[CH:3]=[N:4][C:5]2[N:6]([N:8]=[C:9]([C:11]([OH:13])=O)[CH:10]=2)[CH:7]=1.[CH3:14][CH:15]1[C:24]2[N:23]=[CH:22][CH:21]=[CH:20][C:19]=2[CH2:18][CH2:17][NH:16]1, predict the reaction product. (7) Given the reactants [ClH:1].Cl.O[CH:4]([CH2:16][N:17]1[CH2:22][CH2:21][CH2:20][CH2:19][CH2:18]1)[CH2:5][O:6][NH:7][C:8]([C:10]1[CH:11]=[N:12][CH:13]=[CH:14][CH:15]=1)=[NH:9], predict the reaction product. The product is: [ClH:1].[ClH:1].[Cl:1][CH:4]([CH2:16][N:17]1[CH2:22][CH2:21][CH2:20][CH2:19][CH2:18]1)[CH2:5][O:6][NH:7][C:8]([C:10]1[CH:11]=[N:12][CH:13]=[CH:14][CH:15]=1)=[NH:9]. (8) Given the reactants [H-].C(O[Al+:7]OCC(C)C)C(C)C.[CH3:13][C:14]1[CH:15]=CC(S(O)(=O)=O)=C[CH:19]=1.Cl[Si]([C:28]([CH3:31])([CH3:30])[CH3:29])(C)C.C1C=C[NH+]=CC=1.[O-][Cr](Cl)(=O)=O.C1C=CC(N=NC2C=CC(N)=NC=2N)=CC=1.Cl, predict the reaction product. The product is: [CH3:29][CH:28]([CH2:31][AlH:7][CH2:15][CH:14]([CH3:13])[CH3:19])[CH3:30]. (9) Given the reactants Br[C:2]1[N:10]([CH2:11][C:12]2[CH:19]=[CH:18][CH:17]=[CH:16][C:13]=2[C:14]#[N:15])[C:9]2[C:8](=[O:20])[NH:7][C:6](=[O:21])[N:5]([CH3:22])[C:4]=2[N:3]=1.C(=O)([O-])[O-].[K+].[K+].[C@@H:29]1([NH2:37])[CH2:35][CH2:34][CH2:33][CH2:32][CH2:31][C@@H:30]1[NH2:36].O, predict the reaction product. The product is: [NH2:36][C@H:30]1[CH2:31][CH2:32][CH2:33][CH2:34][CH2:35][C@H:29]1[NH:37][C:2]1[N:10]([CH2:11][C:12]2[CH:19]=[CH:18][CH:17]=[CH:16][C:13]=2[C:14]#[N:15])[C:9]2[C:8](=[O:20])[NH:7][C:6](=[O:21])[N:5]([CH3:22])[C:4]=2[N:3]=1.